This data is from Full USPTO retrosynthesis dataset with 1.9M reactions from patents (1976-2016). The task is: Predict the reactants needed to synthesize the given product. (1) Given the product [CH3:9][O:8][C:7]1[CH:6]=[CH:5][C:4]([CH2:10][CH2:11][C:12]([O:14][CH3:15])=[O:13])=[CH:3][C:2]=1[B:16]1[O:20][C:19]([CH3:22])([CH3:21])[C:18]([CH3:24])([CH3:23])[O:17]1, predict the reactants needed to synthesize it. The reactants are: I[C:2]1[CH:3]=[C:4]([CH2:10][CH2:11][C:12]([O:14][CH3:15])=[O:13])[CH:5]=[CH:6][C:7]=1[O:8][CH3:9].[B:16]1([B:16]2[O:20][C:19]([CH3:22])([CH3:21])[C:18]([CH3:24])([CH3:23])[O:17]2)[O:20][C:19]([CH3:22])([CH3:21])[C:18]([CH3:24])([CH3:23])[O:17]1.C([O-])(=O)C.[K+]. (2) Given the product [F:18][C:17]([F:20])([F:19])[O:16][C:13]1[CH:14]=[CH:15][C:10]([NH:9][C:7]([C:6]2[CH:21]=[C:2]([C:24]3[CH:23]=[N:22][CH:27]=[CH:26][CH:25]=3)[CH:3]=[N:4][CH:5]=2)=[O:8])=[CH:11][CH:12]=1, predict the reactants needed to synthesize it. The reactants are: Br[C:2]1[CH:3]=[N:4][CH:5]=[C:6]([CH:21]=1)[C:7]([NH:9][C:10]1[CH:15]=[CH:14][C:13]([O:16][C:17]([F:20])([F:19])[F:18])=[CH:12][CH:11]=1)=[O:8].[N:22]1[CH:27]=[CH:26][CH:25]=[C:24](B(O)O)[CH:23]=1.[O-]P([O-])([O-])=O.[K+].[K+].[K+].CCO. (3) Given the product [F:23][C:3]1[C:2]([CH:26]=[O:27])=[CH:22][CH:21]=[CH:20][C:4]=1[C:5]([N:7]1[CH2:12][CH2:11][N:10]([C:13]([O:15][C:16]([CH3:19])([CH3:18])[CH3:17])=[O:14])[CH2:9][CH2:8]1)=[O:6], predict the reactants needed to synthesize it. The reactants are: Br[C:2]1[C:3]([F:23])=[C:4]([CH:20]=[CH:21][CH:22]=1)[C:5]([N:7]1[CH2:12][CH2:11][N:10]([C:13]([O:15][C:16]([CH3:19])([CH3:18])[CH3:17])=[O:14])[CH2:9][CH2:8]1)=[O:6].CN(C)[CH:26]=[O:27].[Cl-].[NH4+]. (4) The reactants are: Br[C:2]1[CH:7]=[CH:6][C:5]([CH:8]2[NH:12][C:11]3([CH2:17][CH2:16][CH2:15][O:14][CH2:13]3)[NH:10][C:9]2=[O:18])=[CH:4][CH:3]=1.C([Sn](CCCC)(CCCC)[C:24]1[CH:29]=[CH:28][CH:27]=[CH:26][N:25]=1)CCC. Given the product [N:25]1[CH:26]=[CH:27][CH:28]=[CH:29][C:24]=1[C:2]1[CH:7]=[CH:6][C:5]([C:8]2[C:9](=[O:18])[NH:10][C:11]3([CH2:17][CH2:16][CH2:15][O:14][CH2:13]3)[N:12]=2)=[CH:4][CH:3]=1, predict the reactants needed to synthesize it. (5) The reactants are: [Cl:1][C:2]1[C:3](I)=[CH:4][C:5]2[C:14]3[C:9](=[C:10]([CH3:15])[N:11]=[CH:12][CH:13]=3)[C:8](=[O:16])[N:7]([CH3:17])[C:6]=2[CH:18]=1.B1(C=C)OB([CH:26]=[CH2:27])OB(C=C)O1.C1C=CN=CC=1.C([O-])([O-])=O.[Na+].[Na+]. Given the product [Cl:1][C:2]1[C:3]([CH:26]=[CH2:27])=[CH:4][C:5]2[C:14]3[C:9](=[C:10]([CH3:15])[N:11]=[CH:12][CH:13]=3)[C:8](=[O:16])[N:7]([CH3:17])[C:6]=2[CH:18]=1, predict the reactants needed to synthesize it. (6) Given the product [F:2][CH:3]1[C:8](=[O:9])[CH2:7][CH2:6][N:5]([C:15]([O:16][CH2:17][C:18]2[CH:27]=[CH:26][C:25]3[C:20](=[CH:21][CH:22]=[CH:23][CH:24]=3)[CH:19]=2)=[O:28])[CH2:4]1, predict the reactants needed to synthesize it. The reactants are: Cl.[F:2][CH:3]1[C:8](=[O:9])[CH2:7][CH2:6][NH:5][CH2:4]1.C([O-])(O)=O.[Na+].[C:15](Cl)(=[O:28])[O:16][CH2:17][C:18]1[CH:27]=[CH:26][C:25]2[C:20](=[CH:21][CH:22]=[CH:23][CH:24]=2)[CH:19]=1. (7) Given the product [CH2:1]([N:8]1[CH2:14][CH2:13][C:12](=[O:15])[N:11]([CH3:16])[C:10]2[CH:17]=[N:18][C:19]([NH:21][C:22]3[CH:30]=[CH:29][C:25]([C:26]([NH:66][CH:67]4[CH2:72][CH2:71][N:70]([CH3:73])[CH2:69][CH2:68]4)=[O:27])=[CH:24][C:23]=3[O:31][CH3:32])=[N:20][C:9]1=2)[C:2]1[CH:3]=[CH:4][CH:5]=[CH:6][CH:7]=1, predict the reactants needed to synthesize it. The reactants are: [CH2:1]([N:8]1[CH2:14][CH2:13][C:12](=[O:15])[N:11]([CH3:16])[C:10]2[CH:17]=[N:18][C:19]([NH:21][C:22]3[CH:30]=[CH:29][C:25]([C:26](O)=[O:27])=[CH:24][C:23]=3[O:31][CH3:32])=[N:20][C:9]1=2)[C:2]1[CH:7]=[CH:6][CH:5]=[CH:4][CH:3]=1.F[P-](F)(F)(F)(F)F.CN(C(N(C)C)=[N+]1C2C(=NC=CC=2)[N+]([O-])=N1)C.C(N(C(C)C)C(C)C)C.[NH2:66][CH:67]1[CH2:72][CH2:71][N:70]([CH3:73])[CH2:69][CH2:68]1.